Dataset: Peptide-MHC class I binding affinity with 185,985 pairs from IEDB/IMGT. Task: Regression. Given a peptide amino acid sequence and an MHC pseudo amino acid sequence, predict their binding affinity value. This is MHC class I binding data. The peptide sequence is NLKDEQFPV. The MHC is HLA-A02:16 with pseudo-sequence HLA-A02:16. The binding affinity (normalized) is 0.756.